This data is from Peptide-MHC class II binding affinity with 134,281 pairs from IEDB. The task is: Regression. Given a peptide amino acid sequence and an MHC pseudo amino acid sequence, predict their binding affinity value. This is MHC class II binding data. (1) The peptide sequence is EQEILNYMSPHHKKLHHHHHH. The MHC is DRB3_0301 with pseudo-sequence DRB3_0301. The binding affinity (normalized) is 0.462. (2) The peptide sequence is ERFALNPSLLETTEGCQQI. The MHC is DRB1_0901 with pseudo-sequence DRB1_0901. The binding affinity (normalized) is 0.260. (3) The peptide sequence is FDLLNFMVSVSDFRDYQS. The MHC is DRB1_0101 with pseudo-sequence DRB1_0101. The binding affinity (normalized) is 0.0503. (4) The peptide sequence is LLFCALASSCQVAFS. The binding affinity (normalized) is 0.380. The MHC is HLA-DQA10102-DQB10602 with pseudo-sequence HLA-DQA10102-DQB10602. (5) The peptide sequence is EHGSDEWVAMTKGEGGVWTF. The MHC is DRB1_0404 with pseudo-sequence DRB1_0404. The binding affinity (normalized) is 0.345.